From a dataset of Full USPTO retrosynthesis dataset with 1.9M reactions from patents (1976-2016). Predict the reactants needed to synthesize the given product. Given the product [Cl:1][C:2]1[CH:7]=[CH:6][C:5]([CH:8]([OH:10])[CH3:9])=[C:4]([N:11]2[CH:15]=[CH:14][C:13]([CH3:16])=[N:12]2)[CH:3]=1, predict the reactants needed to synthesize it. The reactants are: [Cl:1][C:2]1[CH:7]=[CH:6][C:5]([C:8](=[O:10])[CH3:9])=[C:4]([N:11]2[CH:15]=[CH:14][C:13]([CH3:16])=[N:12]2)[CH:3]=1.[BH4-].[Na+].